From a dataset of Forward reaction prediction with 1.9M reactions from USPTO patents (1976-2016). Predict the product of the given reaction. (1) Given the reactants [Cl:1][C:2]1[CH:3]=[C:4]2[C:8](=[CH:9][CH:10]=1)[NH:7][C:6](=[O:11])[C:5]2([N:21]1[CH2:30][C@H:29]([OH:31])[CH2:28][C@@H:22]1[C:23]([N:25]([CH3:27])[CH3:26])=[O:24])[C:12]1[CH:17]=[C:16]([CH3:18])[CH:15]=[CH:14][C:13]=1[O:19][CH3:20].[CH3:32][O:33][C:34]1[CH:39]=[CH:38][C:37]([S:40](Cl)(=[O:42])=[O:41])=[C:36]([O:44][C:45]([F:48])([F:47])[F:46])[CH:35]=1, predict the reaction product. The product is: [Cl:1][C:2]1[CH:3]=[C:4]2[C:8](=[CH:9][CH:10]=1)[N:7]([S:40]([C:37]1[CH:38]=[CH:39][C:34]([O:33][CH3:32])=[CH:35][C:36]=1[O:44][C:45]([F:46])([F:47])[F:48])(=[O:42])=[O:41])[C:6](=[O:11])[C:5]2([N:21]1[CH2:30][C@H:29]([OH:31])[CH2:28][C@@H:22]1[C:23]([N:25]([CH3:27])[CH3:26])=[O:24])[C:12]1[CH:17]=[C:16]([CH3:18])[CH:15]=[CH:14][C:13]=1[O:19][CH3:20]. (2) Given the reactants [Cl:1][C:2]1[C:7]([C:8]([F:11])([F:10])[F:9])=[CH:6][N:5]=[C:4]2[NH:12][CH:13]=[C:14]([N+:15]([O-])=O)[C:3]=12.[OH-].[Na+], predict the reaction product. The product is: [Cl:1][C:2]1[C:7]([C:8]([F:11])([F:9])[F:10])=[CH:6][N:5]=[C:4]2[NH:12][CH:13]=[C:14]([NH2:15])[C:3]=12. (3) Given the reactants [H-].[Na+].[C:3]([O:7][C:8]([N:10]1[CH2:15][CH2:14][CH:13]([C:16](=[O:27])[NH:17][C:18]2[C:23]([CH3:24])=[CH:22][C:21]([CH3:25])=[CH:20][C:19]=2[Br:26])[CH2:12][CH2:11]1)=[O:9])([CH3:6])([CH3:5])[CH3:4].[CH2:28](Cl)[C:29]1[CH:34]=[CH:33][CH:32]=[CH:31][CH:30]=1, predict the reaction product. The product is: [C:3]([O:7][C:8]([N:10]1[CH2:15][CH2:14][CH:13]([C:16](=[O:27])[N:17]([CH2:28][C:29]2[CH:34]=[CH:33][CH:32]=[CH:31][CH:30]=2)[C:18]2[C:23]([CH3:24])=[CH:22][C:21]([CH3:25])=[CH:20][C:19]=2[Br:26])[CH2:12][CH2:11]1)=[O:9])([CH3:6])([CH3:4])[CH3:5]. (4) Given the reactants [CH3:1][C:2]1[CH:3]=[C:4]([C:9]2[N:10]=[C:11]([NH2:20])[S:12][C:13]=2[C:14]2[CH:19]=[CH:18][N:17]=[CH:16][CH:15]=2)[CH:5]=[C:6]([CH3:8])[CH:7]=1.[CH:21]1([C:26](Cl)=[O:27])[CH2:25][CH2:24][CH2:23][CH2:22]1.C(=O)([O-])O.[Na+], predict the reaction product. The product is: [CH3:1][C:2]1[CH:3]=[C:4]([C:9]2[N:10]=[C:11]([NH:20][C:26]([CH:21]3[CH2:25][CH2:24][CH2:23][CH2:22]3)=[O:27])[S:12][C:13]=2[C:14]2[CH:19]=[CH:18][N:17]=[CH:16][CH:15]=2)[CH:5]=[C:6]([CH3:8])[CH:7]=1.